The task is: Predict the reaction yield, written as a fraction of the theoretical maximum amount of product (1.0 means a 100% yield; for example, 0.34 means a 34% yield).. This data is from Reaction yield outcomes from USPTO patents with 853,638 reactions. (1) The reactants are FC(F)(F)C(O)=O.[Cl:8][C:9]1[C:10]([F:38])=[C:11]([CH:15]2[C:19]([C:22]3[CH:27]=[CH:26][C:25]([Cl:28])=[CH:24][C:23]=3[F:29])([C:20]#[N:21])[CH:18]([CH2:30][C:31]([CH3:34])([CH3:33])[CH3:32])[NH:17][CH:16]2[C:35](O)=[O:36])[CH:12]=[CH:13][CH:14]=1.[NH2:39][C:40]1[CH:45]=[CH:44][N:43]([CH3:46])[C:42](=[O:47])[CH:41]=1.CN(C(ON1N=NC2C=CC=NC1=2)=[N+](C)C)C.F[P-](F)(F)(F)(F)F.CCN(C(C)C)C(C)C. The catalyst is C(Cl)Cl. The product is [CH3:46][N:43]1[CH:44]=[CH:45][C:40]([NH:39][C:35]([CH:16]2[CH:15]([C:11]3[CH:12]=[CH:13][CH:14]=[C:9]([Cl:8])[C:10]=3[F:38])[C:19]([C:22]3[CH:27]=[CH:26][C:25]([Cl:28])=[CH:24][C:23]=3[F:29])([C:20]#[N:21])[CH:18]([CH2:30][C:31]([CH3:34])([CH3:33])[CH3:32])[NH:17]2)=[O:36])=[CH:41][C:42]1=[O:47]. The yield is 0.140. (2) The reactants are [CH3:1][C:2]1[S:3][C:4]2[CH:10]=[C:9]([N+:11]([O-])=O)[CH:8]=[CH:7][C:5]=2[N:6]=1.Cl. The catalyst is CCO.O.[Fe]. The product is [CH3:1][C:2]1[S:3][C:4]2[CH:10]=[C:9]([NH2:11])[CH:8]=[CH:7][C:5]=2[N:6]=1. The yield is 0.950. (3) The reactants are [OH:1][O:2][C:3]1[CH:8]=[CH:7][C:6]([N:9]2[C:13](=[O:14])[CH2:12][CH:11]([C:15]([OH:17])=[O:16])[CH2:10]2)=[CH:5][CH:4]=1.[CH3:18]O. The catalyst is S(=O)(=O)(O)O.COC(OC)(C)C. The product is [CH3:18][O:16][C:15]([CH:11]1[CH2:12][C:13](=[O:14])[N:9]([C:6]2[CH:5]=[CH:4][C:3]([O:2][OH:1])=[CH:8][CH:7]=2)[CH2:10]1)=[O:17]. The yield is 0.840. (4) The reactants are [F:1][C:2]([F:15])([F:14])[C:3]([C:5]1[CH:10]=[CH:9][C:8]([N+:11]([O-])=O)=[CH:7][CH:6]=1)=[O:4].[Sn](Cl)Cl.[OH-].[Na+]. The catalyst is Cl.O. The product is [NH2:11][C:8]1[CH:9]=[CH:10][C:5]([C:3](=[O:4])[C:2]([F:1])([F:14])[F:15])=[CH:6][CH:7]=1. The yield is 0.190. (5) The reactants are [CH3:1][N:2]1[CH:6]=[CH:5][CH:4]=[N:3]1.C([Li])CCC.Br[C:13]1[S:17][C:16]([C:18]2[N:22]3[N:23]=[C:24]([CH3:32])[CH:25]=[C:26]([CH:27]([CH2:30][CH3:31])[CH2:28][CH3:29])[C:21]3=[N:20][C:19]=2[CH3:33])=[C:15]([CH3:34])[CH:14]=1. The catalyst is [Cl-].[Cl-].[Zn+2].C1C=CC(P(C2C=CC=CC=2)[C-]2C=CC=C2)=CC=1.C1C=CC(P(C2C=CC=CC=2)[C-]2C=CC=C2)=CC=1.Cl[Pd]Cl.[Fe+2]. The product is [CH2:28]([CH:27]([C:26]1[C:21]2[N:22]([C:18]([C:16]3[S:17][C:13]([C:6]4[N:2]([CH3:1])[N:3]=[CH:4][CH:5]=4)=[CH:14][C:15]=3[CH3:34])=[C:19]([CH3:33])[N:20]=2)[N:23]=[C:24]([CH3:32])[CH:25]=1)[CH2:30][CH3:31])[CH3:29]. The yield is 0.880. (6) The reactants are [H-].[Na+].C(OP([CH2:11][C:12]([O:14][CH2:15][CH3:16])=[O:13])(OCC)=O)C.[CH2:17]([C@H:19]1[C@@H:23]([C:24]2[N:28]3[C:29]4[CH:35]=[CH:34][N:33]([S:36]([C:39]5[CH:45]=[CH:44][C:42]([CH3:43])=[CH:41][CH:40]=5)(=[O:38])=[O:37])[C:30]=4[N:31]=[CH:32][C:27]3=[N:26][N:25]=2)[CH2:22][C:21](=O)[CH2:20]1)[CH3:18].C([O-])(O)=O.[Na+]. The catalyst is C1COCC1.CCOC(C)=O. The product is [CH2:17]([C@H:19]1[C@@H:23]([C:24]2[N:28]3[C:29]4[CH:35]=[CH:34][N:33]([S:36]([C:39]5[CH:40]=[CH:41][C:42]([CH3:43])=[CH:44][CH:45]=5)(=[O:37])=[O:38])[C:30]=4[N:31]=[CH:32][C:27]3=[N:26][N:25]=2)[CH2:22]/[C:21](=[CH:11]/[C:12]([O:14][CH2:15][CH3:16])=[O:13])/[CH2:20]1)[CH3:18]. The yield is 0.740. (7) The reactants are [C:1]([NH:20][CH2:21][CH2:22]O)([C:14]1[CH:19]=[CH:18][CH:17]=[CH:16][CH:15]=1)([C:8]1[CH:13]=[CH:12][CH:11]=[CH:10][CH:9]=1)[C:2]1[CH:7]=[CH:6][CH:5]=[CH:4][CH:3]=1.C1(P(C2C=CC=CC=2)C2C=CC=CC=2)C=CC=CC=1.N(C(OC(C)C)=O)=NC(OC(C)C)=O.[Cl:57][C:58]1[CH:59]=[C:60]([N:65]2[C:69](=[O:70])[O:68][N:67]=[C:66]2[C:71]2[C:72]([NH:76]C(=O)C(F)(F)F)=[N:73][O:74][N:75]=2)[CH:61]=[CH:62][C:63]=1[F:64]. The catalyst is O1CCCC1.C(OC)(C)(C)C. The product is [Cl:57][C:58]1[CH:59]=[C:60]([N:65]2[C:69](=[O:70])[O:68][N:67]=[C:66]2[C:71]2[C:72]([NH:76][CH2:22][CH2:21][NH:20][C:1]([C:8]3[CH:9]=[CH:10][CH:11]=[CH:12][CH:13]=3)([C:14]3[CH:19]=[CH:18][CH:17]=[CH:16][CH:15]=3)[C:2]3[CH:7]=[CH:6][CH:5]=[CH:4][CH:3]=3)=[N:73][O:74][N:75]=2)[CH:61]=[CH:62][C:63]=1[F:64]. The yield is 0.740.